From a dataset of Forward reaction prediction with 1.9M reactions from USPTO patents (1976-2016). Predict the product of the given reaction. (1) Given the reactants [NH2:1][C@@H:2]1[CH2:7][CH2:6][C@H:5]([N:8]2[C:13](=[O:14])[C:12]3[CH:15]=[C:16]([F:19])[CH:17]=[N:18][C:11]=3[N:10]([C:20]3[CH:21]=[C:22]([C:26]4[CH:31]=[CH:30][C:29]([OH:32])=[CH:28][C:27]=4[CH2:33][N:34]4[CH2:39][CH2:38][O:37][CH2:36][CH2:35]4)[CH:23]=[CH:24][CH:25]=3)[C:9]2=[O:40])[CH2:4][CH2:3]1.[CH:41]1([CH:44]=O)[CH2:43][CH2:42]1, predict the reaction product. The product is: [CH:41]1([CH2:44][NH:1][C@@H:2]2[CH2:7][CH2:6][C@H:5]([N:8]3[C:13](=[O:14])[C:12]4[CH:15]=[C:16]([F:19])[CH:17]=[N:18][C:11]=4[N:10]([C:20]4[CH:21]=[C:22]([C:26]5[CH:31]=[CH:30][C:29]([OH:32])=[CH:28][C:27]=5[CH2:33][N:34]5[CH2:39][CH2:38][O:37][CH2:36][CH2:35]5)[CH:23]=[CH:24][CH:25]=4)[C:9]3=[O:40])[CH2:4][CH2:3]2)[CH2:43][CH2:42]1. (2) Given the reactants [C:1]([O:4][CH2:5][C:6]([NH:29][C:30](=[O:32])[CH3:31])([CH2:12][CH2:13][C:14]1[CH:19]=[CH:18][C:17]([C:20]2[CH:25]=[CH:24][C:23]([CH:26]=[N:27][OH:28])=[CH:22][CH:21]=2)=[CH:16][CH:15]=1)[CH2:7][O:8][C:9](=[O:11])[CH3:10])(=[O:3])[CH3:2].[O-]Cl.[Na+].CCN(CC)CC.[CH:43]#[C:44][CH2:45][CH2:46][CH3:47], predict the reaction product. The product is: [C:9]([O:8][CH2:7][C:6]([NH:29][C:30](=[O:32])[CH3:31])([CH2:12][CH2:13][C:14]1[CH:19]=[CH:18][C:17]([C:20]2[CH:25]=[CH:24][C:23]([C:26]3[CH:43]=[C:44]([CH2:45][CH2:46][CH3:47])[O:28][N:27]=3)=[CH:22][CH:21]=2)=[CH:16][CH:15]=1)[CH2:5][O:4][C:1](=[O:3])[CH3:2])(=[O:11])[CH3:10]. (3) Given the reactants [Cl:1][C:2]1[CH:9]=[CH:8][CH:7]=[CH:6][C:3]=1[CH:4]=[O:5].[CH:10]([O:13][C:14]1[CH:15]=[C:16]([CH:18]=[CH:19][C:20]=1[O:21][CH3:22])[NH2:17])([CH3:12])[CH3:11], predict the reaction product. The product is: [NH2:17][C:16]1[CH:15]=[C:14]([O:13][CH:10]([CH3:11])[CH3:12])[C:20]([O:21][CH3:22])=[CH:19][C:18]=1[C:4]([C:3]1[CH:6]=[CH:7][CH:8]=[CH:9][C:2]=1[Cl:1])=[O:5]. (4) Given the reactants [F:1][C:2]1[C:7]([O:8][CH3:9])=[CH:6][C:5]([O:10][CH3:11])=[C:4]([F:12])[C:3]=1[C:13]1[N:18]=[CH:17][C:16]2[C:19]([C:28]3[CH:29]=[C:30]4[C:34](=[CH:35][CH:36]=3)[C:33](=[O:37])[N:32]([CH:38]3[CH2:43][CH2:42]OCC3)[CH2:31]4)=[N:20][N:21](C3CCCCO3)[C:15]=2[CH:14]=1.[OH:44][C@@H:45]1CC[C@H](N2CC3C(=CC=C(B4O[C:46](C)([CH3:47])[C:45](C)(C)[O:44]4)C=3)C2=O)[CH2:47][CH2:46]1, predict the reaction product. The product is: [F:12][C:4]1[C:5]([O:10][CH3:11])=[CH:6][C:7]([O:8][CH3:9])=[C:2]([F:1])[C:3]=1[C:13]1[N:18]=[CH:17][C:16]2[C:19]([C:28]3[CH:29]=[C:30]4[C:34](=[CH:35][CH:36]=3)[C:33](=[O:37])[N:32]([C@H:38]3[CH2:47][CH2:46][C@@H:45]([OH:44])[CH2:42][CH2:43]3)[CH2:31]4)=[N:20][NH:21][C:15]=2[CH:14]=1. (5) Given the reactants [O:1]1[CH:5]=[CH:4][CH:3]=[C:2]1[C:6]1[N:11]=[C:10]2[NH:12][N:13]=[CH:14][C:9]2=[CH:8][C:7]=1[C:15]1[CH:20]=[CH:19][N:18]=[C:17](S(C)(=O)=O)[N:16]=1.[H-].[Na+].Cl, predict the reaction product. The product is: [O:1]1[CH:5]=[CH:4][CH:3]=[C:2]1[C:6]1[N:11]=[C:10]2[NH:12][N:13]=[CH:14][C:9]2=[CH:8][C:7]=1[C:15]1[CH:20]=[CH:19][N:18]=[C:17]([O:1][CH:2]([CH3:6])[CH3:3])[N:16]=1. (6) Given the reactants [CH2:1]([O:3][C:4](=[O:28])[CH2:5][CH2:6][CH2:7][CH2:8][C:9]1[CH:18]=[CH:17][C:16]2[C:11](=[CH:12][C:13]([N:20]3[CH2:24][C:23](=[O:25])[NH:22][S:21]3(=[O:27])=[O:26])=[C:14]([OH:19])[CH:15]=2)[CH:10]=1)[CH3:2].[CH3:29]C([O-])(C)C.[K+], predict the reaction product. The product is: [CH:1]([O:3][C:4](=[O:28])[CH2:5][CH2:6][CH2:7][CH2:8][C:9]1[CH:18]=[CH:17][C:16]2[C:11](=[CH:12][C:13]([N:20]3[CH2:24][C:23](=[O:25])[NH:22][S:21]3(=[O:26])=[O:27])=[C:14]([OH:19])[CH:15]=2)[CH:10]=1)([CH3:29])[CH3:2]. (7) Given the reactants [Cl:1][C:2]1[CH:3]=[C:4]([C:9]([NH:11][CH:12]([CH3:14])[CH3:13])=[O:10])[CH:5]=[N:6][C:7]=1Cl.Cl.[NH:16]1[CH2:21][CH2:20][CH:19]([N:22]2[C:27]3[CH:28]=[CH:29][CH:30]=[CH:31][C:26]=3[CH2:25][O:24][C:23]2=[O:32])[CH2:18][CH2:17]1, predict the reaction product. The product is: [Cl:1][C:2]1[CH:3]=[C:4]([C:9]([NH:11][CH:12]([CH3:14])[CH3:13])=[O:10])[CH:5]=[N:6][C:7]=1[N:16]1[CH2:17][CH2:18][CH:19]([N:22]2[C:27]3[CH:28]=[CH:29][CH:30]=[CH:31][C:26]=3[CH2:25][O:24][C:23]2=[O:32])[CH2:20][CH2:21]1.